Predict the reactants needed to synthesize the given product. From a dataset of Full USPTO retrosynthesis dataset with 1.9M reactions from patents (1976-2016). (1) Given the product [NH2:24][CH2:23][CH2:22][NH:25][C:2]1[C:11]2[C:6](=[C:7]([C:12]3[C:17]([CH3:18])=[CH:16][C:15]([CH3:19])=[CH:14][C:13]=3[CH3:20])[CH:8]=[CH:9][CH:10]=2)[N:5]=[C:4]([CH3:21])[CH:3]=1, predict the reactants needed to synthesize it. The reactants are: Br[C:2]1[C:11]2[C:6](=[C:7]([C:12]3[C:17]([CH3:18])=[CH:16][C:15]([CH3:19])=[CH:14][C:13]=3[CH3:20])[CH:8]=[CH:9][CH:10]=2)[N:5]=[C:4]([CH3:21])[CH:3]=1.[CH2:22]([NH2:25])[CH2:23][NH2:24]. (2) Given the product [CH2:17]([O:16][C:14]([N:9]1[CH2:10][C:11](=[CH2:13])[CH2:12][NH:8]1)=[O:15])[C:18]1[CH:19]=[CH:20][CH:21]=[CH:22][CH:23]=1, predict the reactants needed to synthesize it. The reactants are: C(OC([N:8]1[CH2:12][C:11](=[CH2:13])[CH2:10][N:9]1[C:14]([O:16][CH2:17][C:18]1[CH:23]=[CH:22][CH:21]=[CH:20][CH:19]=1)=[O:15])=O)(C)(C)C.S(Cl)(Cl)=O.Cl. (3) Given the product [CH:24]1([N:28]2[C:2]3=[N:7][C:6]([C:8]([O:10][CH3:11])=[O:9])=[CH:5][CH:4]=[C:3]3[CH:12]=[C:13]2[Si:14]([CH3:17])([CH3:16])[CH3:15])[CH2:27][CH2:26][CH2:25]1, predict the reactants needed to synthesize it. The reactants are: Cl[C:2]1[N:7]=[C:6]([C:8]([O:10][CH3:11])=[O:9])[CH:5]=[CH:4][C:3]=1[C:12]#[C:13][Si:14]([CH3:17])([CH3:16])[CH3:15].C(=O)([O-])[O-].[Cs+].[Cs+].[CH:24]1([NH2:28])[CH2:27][CH2:26][CH2:25]1. (4) Given the product [F:13][C:14]1[CH:19]=[CH:18][C:17]([C:2]2[N:6]3[CH:7]=[C:8]([F:12])[C:9]([CH3:11])=[N:10][C:5]3=[N:4][CH:3]=2)=[CH:16][C:15]=1[C:29]1[C:30]([C:35]#[N:36])=[CH:31][CH:32]=[CH:33][CH:34]=1, predict the reactants needed to synthesize it. The reactants are: Br[C:2]1[N:6]2[CH:7]=[C:8]([F:12])[C:9]([CH3:11])=[N:10][C:5]2=[N:4][CH:3]=1.[F:13][C:14]1[CH:19]=[CH:18][C:17](B2OC(C)(C)C(C)(C)O2)=[CH:16][C:15]=1[C:29]1[C:30]([C:35]#[N:36])=[CH:31][CH:32]=[CH:33][CH:34]=1. (5) Given the product [CH2:1]([N:8]1[C:13](=[O:14])[C:12]2[C:15]([Cl:25])=[C:16]([CH3:21])[C:17](=[O:20])[N:18]([CH3:19])[C:11]=2[N:10]=[CH:9]1)[C:2]1[CH:7]=[CH:6][CH:5]=[CH:4][CH:3]=1, predict the reactants needed to synthesize it. The reactants are: [CH2:1]([N:8]1[C:13](=[O:14])[C:12]2[C:15](O)=[C:16]([CH3:21])[C:17](=[O:20])[N:18]([CH3:19])[C:11]=2[N:10]=[CH:9]1)[C:2]1[CH:7]=[CH:6][CH:5]=[CH:4][CH:3]=1.O=P(Cl)(Cl)[Cl:25]. (6) Given the product [ClH:85].[CH3:46][O:47][C:48]1[CH:49]=[C:50]([CH3:84])[C:51]([S:55]([N:58]2[CH2:63][CH2:62][CH2:61][CH2:60][CH:59]2[CH2:64][O:65][CH2:66][C:67]([N:69]2[CH2:74][CH2:73][N:72]([CH2:75][C:76]3[CH:77]=[C:78]([CH:81]=[CH:82][CH:83]=3)[C:79]#[N:80])[CH2:71][CH2:70]2)=[O:68])(=[O:56])=[O:57])=[C:52]([CH3:54])[CH:53]=1, predict the reactants needed to synthesize it. The reactants are: COC1C=C(C)C(S(N2CCCCC2COCC(O)=O)(=O)=O)=C(C)C=1.N1(CC2C=C(C=CC=2)C#N)CCNCC1.C(=O)([O-])O.[Na+].[CH3:46][O:47][C:48]1[CH:53]=[C:52]([CH3:54])[C:51]([S:55]([N:58]2[CH2:63][CH2:62][CH2:61][CH2:60][CH:59]2[CH2:64][O:65][CH2:66][C:67]([N:69]2[CH2:74][CH2:73][N:72]([CH2:75][C:76]3[CH:77]=[C:78]([CH:81]=[CH:82][CH:83]=3)[C:79]#[N:80])[CH2:71][CH2:70]2)=[O:68])(=[O:57])=[O:56])=[C:50]([CH3:84])[CH:49]=1.[Cl:85][Si](C)(C)C.